This data is from Full USPTO retrosynthesis dataset with 1.9M reactions from patents (1976-2016). The task is: Predict the reactants needed to synthesize the given product. (1) The reactants are: [NH2:1][C:2]1[CH:36]=[CH:35][C:5]([O:6][C:7]2[CH:12]=[CH:11][N:10]=[C:9]3[CH:13]=[C:14]([C:16]4[N:21]=[CH:20][C:19]([CH2:22][N:23]([CH2:31][CH2:32][O:33][CH3:34])[C:24](=[O:30])[O:25][C:26]([CH3:29])([CH3:28])[CH3:27])=[CH:18][CH:17]=4)[S:15][C:8]=23)=[C:4]([F:37])[CH:3]=1.Cl[C:39](OC1C=CC([N+]([O-])=O)=CC=1)=[O:40].[CH3:51][P:52]([C:55]1[CH:56]=[C:57]([CH:59]=[CH:60][CH:61]=1)[NH2:58])([CH3:54])=[O:53].CCN(C(C)C)C(C)C. Given the product [CH3:54][P:52]([C:55]1[CH:56]=[C:57]([NH:58][C:39](=[O:40])[NH:1][C:2]2[CH:36]=[CH:35][C:5]([O:6][C:7]3[CH:12]=[CH:11][N:10]=[C:9]4[CH:13]=[C:14]([C:16]5[N:21]=[CH:20][C:19]([CH2:22][N:23]([CH2:31][CH2:32][O:33][CH3:34])[C:24](=[O:30])[O:25][C:26]([CH3:29])([CH3:28])[CH3:27])=[CH:18][CH:17]=5)[S:15][C:8]=34)=[C:4]([F:37])[CH:3]=2)[CH:59]=[CH:60][CH:61]=1)([CH3:51])=[O:53], predict the reactants needed to synthesize it. (2) Given the product [Cl:1][C:2]1[C:7]([N:8]2[CH2:9][CH2:10][CH2:11][O:12][C:50]2=[O:52])=[CH:6][C:5]([C:13]#[N:14])=[CH:4][C:3]=1[NH:15][C:16]1[N:21]=[C:20]([NH:22][CH:32]2[CH2:33][CH2:34]2)[C:19]2=[N:35][CH:36]=[C:37]([C:38]#[N:39])[N:18]2[N:17]=1, predict the reactants needed to synthesize it. The reactants are: [Cl:1][C:2]1[C:7]([NH:8][CH2:9][CH2:10][CH2:11][OH:12])=[CH:6][C:5]([C:13]#[N:14])=[CH:4][C:3]=1[NH:15][C:16]1[N:21]=[C:20]([N:22]([CH:32]2[CH2:34][CH2:33]2)CC2C=CC(OC)=CC=2)[C:19]2=[N:35][CH:36]=[C:37]([C:38]#[N:39])[N:18]2[N:17]=1.CCN(C(C)C)C(C)C.Cl[C:50](Cl)([O:52]C(=O)OC(Cl)(Cl)Cl)Cl.C(O)(C(F)(F)F)=O. (3) Given the product [CH:11]1([CH2:10][CH:3]([C:2](=[O:1])[CH3:9])[C:4]([O:6][CH2:7][CH3:8])=[O:5])[CH2:15][CH2:14]1, predict the reactants needed to synthesize it. The reactants are: [O:1]=[C:2]([CH3:9])[CH2:3][C:4]([O:6][CH2:7][CH3:8])=[O:5].[CH3:10][CH2:11][O-].[Na+].[CH2:14]1C[CH2:15]1. (4) Given the product [N:17]1[C:16]2[CH:15]=[CH:14][N:13]=[CH:12][C:11]=2[O:10][C:9]=1[C:7]1[S:8][C:4]([NH2:1])=[CH:5][CH:6]=1, predict the reactants needed to synthesize it. The reactants are: [N+:1]([C:4]1[S:8][C:7]([C:9]2[O:10][C:11]3[CH:12]=[N:13][CH:14]=[CH:15][C:16]=3[N:17]=2)=[CH:6][CH:5]=1)([O-])=O.[NH4+].[Cl-].O.